This data is from Forward reaction prediction with 1.9M reactions from USPTO patents (1976-2016). The task is: Predict the product of the given reaction. Given the reactants [F:1][C:2]1[CH:7]=[CH:6][CH:5]=[C:4]([F:8])[C:3]=1[N:9]1[C:14]2[N:15]=[C:16](SC)[N:17]=[C:18]([C:19]3[CH:20]=[C:21]([CH:28]=[CH:29][C:30]=3[CH3:31])[C:22]([NH:24][CH2:25][CH2:26][CH3:27])=[O:23])[C:13]=2[CH:12]=[CH:11][C:10]1=[O:34].O[O:36][S:37]([O-:39])=O.[K+].[C:41](#N)C, predict the reaction product. The product is: [F:1][C:2]1[CH:7]=[CH:6][CH:5]=[C:4]([F:8])[C:3]=1[N:9]1[C:14]2[N:15]=[C:16]([S:37]([CH3:41])(=[O:39])=[O:36])[N:17]=[C:18]([C:19]3[CH:20]=[C:21]([CH:28]=[CH:29][C:30]=3[CH3:31])[C:22]([NH:24][CH2:25][CH2:26][CH3:27])=[O:23])[C:13]=2[CH:12]=[CH:11][C:10]1=[O:34].